Dataset: Forward reaction prediction with 1.9M reactions from USPTO patents (1976-2016). Task: Predict the product of the given reaction. (1) Given the reactants [CH2:1]1[CH:6]2[CH2:7][NH:8][CH2:9][CH2:10][N:5]2[CH2:4][CH:3]([C:11]2[N:19]3[C:14]([C:15]([NH2:20])=[N:16][CH:17]=[N:18]3)=[C:13]([C:21]3[CH:22]=[CH:23][C:24]4[C:28]([CH:29]=3)=[N:27][N:26]([C:30]3[CH:35]=[CH:34][CH:33]=[CH:32][CH:31]=3)[CH:25]=4)[CH:12]=2)[O:2]1.I[CH3:37], predict the reaction product. The product is: [CH3:37][N:8]1[CH2:9][CH2:10][N:5]2[CH:6]([CH2:1][O:2][CH:3]([C:11]3[N:19]4[C:14]([C:15]([NH2:20])=[N:16][CH:17]=[N:18]4)=[C:13]([C:21]4[CH:22]=[CH:23][C:24]5[C:28]([CH:29]=4)=[N:27][N:26]([C:30]4[CH:35]=[CH:34][CH:33]=[CH:32][CH:31]=4)[CH:25]=5)[CH:12]=3)[CH2:4]2)[CH2:7]1. (2) Given the reactants [NH:1]([CH3:22])[C@H:2]([C:6]([N:8](C)[C@H:9]([C:18]([NH2:20])=[O:19])[CH2:10][C:11]1[CH:16]=[CH:15][C:14]([OH:17])=[CH:13][CH:12]=1)=[O:7])[CH:3]([CH3:5])[CH3:4].[NH:23]([C:35]([O:37][CH2:38][CH:39]1[C:51]2[C:46](=[CH:47][CH:48]=[CH:49][CH:50]=2)[C:45]2[C:40]1=[CH:41][CH:42]=[CH:43][CH:44]=2)=[O:36])[C@H:24]([C:32](O)=[O:33])[CH2:25][C:26]1[CH:31]=[CH:30][CH:29]=[CH:28][CH:27]=1.O, predict the reaction product. The product is: [NH:23]([C:35]([O:37][CH2:38][CH:39]1[C:51]2[C:46](=[CH:47][CH:48]=[CH:49][CH:50]=2)[C:45]2[C:40]1=[CH:41][CH:42]=[CH:43][CH:44]=2)=[O:36])[C@H:24]([C:32]([N:1]([CH3:22])[C@H:2]([C:6]([NH:8][C@H:9]([C:18]([NH2:20])=[O:19])[CH2:10][C:11]1[CH:12]=[CH:13][C:14]([OH:17])=[CH:15][CH:16]=1)=[O:7])[CH:3]([CH3:4])[CH3:5])=[O:33])[CH2:25][C:26]1[CH:31]=[CH:30][CH:29]=[CH:28][CH:27]=1. (3) Given the reactants [Cl:1][C:2]1[CH:7]=[CH:6][CH:5]=[CH:4][C:3]=1[C:8](=O)[CH2:9][CH2:10][CH2:11][CH2:12][N:13]1[CH2:18][CH2:17][CH:16]([C:19]2[CH:20]=[C:21]([NH:25][C:26](=[O:30])[CH:27]([CH3:29])[CH3:28])[CH:22]=[CH:23][CH:24]=2)[CH2:15][CH2:14]1.[CH3:32][N:33]([C:35]1[CH:40]=[CH:39][CH:38]=[CH:37][CH:36]=1)N, predict the reaction product. The product is: [Cl:1][C:2]1[CH:7]=[CH:6][CH:5]=[CH:4][C:3]=1[C:8]1[N:33]([CH3:32])[C:35]2[C:40]([C:9]=1[CH2:10][CH2:11][CH2:12][N:13]1[CH2:18][CH2:17][CH:16]([C:19]3[CH:20]=[C:21]([NH:25][C:26](=[O:30])[CH:27]([CH3:29])[CH3:28])[CH:22]=[CH:23][CH:24]=3)[CH2:15][CH2:14]1)=[CH:39][CH:38]=[CH:37][CH:36]=2. (4) Given the reactants [C:1]1([C:15]2[CH:20]=[CH:19][CH:18]=[CH:17][CH:16]=2)[CH:6]=[CH:5][CH:4]=[CH:3][C:2]=1[CH:7]([NH2:14])[CH2:8][CH2:9][C:10]([O:12]C)=O.[F:21][C:22]([F:33])([F:32])[O:23][C:24]1[CH:31]=[CH:30][C:27]([CH:28]=O)=[CH:26][CH:25]=1, predict the reaction product. The product is: [C:1]1([C:15]2[CH:20]=[CH:19][CH:18]=[CH:17][CH:16]=2)[CH:6]=[CH:5][CH:4]=[CH:3][C:2]=1[CH:7]1[N:14]([CH2:28][C:27]2[CH:30]=[CH:31][C:24]([O:23][C:22]([F:21])([F:32])[F:33])=[CH:25][CH:26]=2)[C:10](=[O:12])[CH2:9][CH2:8]1. (5) The product is: [C:25]([C@@H:24]([NH:23][C:14]([C:12]1[CH:11]=[CH:10][C:9]([N:17]2[CH2:20][C:19]([F:21])([F:22])[CH2:18]2)=[C:8]([C:4]2[CH:5]=[CH:6][CH:7]=[C:2]([Cl:1])[CH:3]=2)[N:13]=1)=[O:16])[CH2:28][CH:29]([CH3:31])[CH3:30])(=[O:26])[NH2:27]. Given the reactants [Cl:1][C:2]1[CH:3]=[C:4]([C:8]2[N:13]=[C:12]([C:14]([OH:16])=O)[CH:11]=[CH:10][C:9]=2[N:17]2[CH2:20][C:19]([F:22])([F:21])[CH2:18]2)[CH:5]=[CH:6][CH:7]=1.[NH2:23][C@@H:24]([CH2:28][CH:29]([CH3:31])[CH3:30])[C:25]([NH2:27])=[O:26], predict the reaction product. (6) Given the reactants Cl[C:2]1[N:10]=[C:9]([C:11]#[N:12])[N:8]=[C:7]2[C:3]=1[N:4]([CH2:13][C@H:14]1[CH2:19][CH2:18][C@H:17]([CH3:20])[CH2:16][CH2:15]1)[CH:5]=[N:6]2.O1CCOCC1.[Cl:27][C:28]1[CH:33]=[CH:32][N:31]=[C:30]([Sn](CCCC)(CCCC)CCCC)[CH:29]=1, predict the reaction product. The product is: [Cl:27][C:28]1[CH:33]=[CH:32][N:31]=[C:30]([C:2]2[N:10]=[C:9]([C:11]#[N:12])[N:8]=[C:7]3[C:3]=2[N:4]([CH2:13][C@H:14]2[CH2:19][CH2:18][C@H:17]([CH3:20])[CH2:16][CH2:15]2)[CH:5]=[N:6]3)[CH:29]=1. (7) Given the reactants [Br:1][C:2]1[CH:7]=[CH:6][NH:5][C:4](=[O:8])[CH:3]=1.Br[CH2:10][C:11]([O:13][CH2:14][CH3:15])=[O:12], predict the reaction product. The product is: [Br:1][C:2]1[CH:7]=[CH:6][N:5]([CH2:10][C:11]([O:13][CH2:14][CH3:15])=[O:12])[C:4](=[O:8])[CH:3]=1. (8) Given the reactants [F:1][C:2]([F:20])([S:16]([OH:19])(=[O:18])=[O:17])[C:3]([F:15])([F:14])[C:4]([F:13])([F:12])[C:5]([F:11])([F:10])[S:6](O)(=[O:8])=[O:7].O=P12OP3(OP(OP(O3)(O1)=O)(=O)O2)=O, predict the reaction product. The product is: [F:11][C:5]1([F:10])[S:6](=[O:7])(=[O:8])[O:17][S:16](=[O:19])(=[O:18])[C:2]([F:20])([F:1])[C:3]([F:15])([F:14])[C:4]1([F:12])[F:13]. (9) Given the reactants [CH2:1]([O:5][C:6]1[CH:11]=[CH:10][CH:9]=[C:8]([Cl:12])[C:7]=1[C:13]#[N:14])[C@@H:2]1[O:4][CH2:3]1.[NH2:15][C:16]([CH3:27])([CH3:26])[CH2:17][CH2:18][CH2:19][C:20]1[CH:21]=[N:22][CH:23]=[CH:24][CH:25]=1, predict the reaction product. The product is: [ClH:12].[ClH:12].[OH:4][C@@H:2]([CH2:1][O:5][C:6]1[CH:11]=[CH:10][CH:9]=[C:8]([Cl:12])[C:7]=1[C:13]#[N:14])[CH2:3][NH:15][C:16]([CH3:27])([CH3:26])[CH2:17][CH2:18][CH2:19][C:20]1[CH:21]=[N:22][CH:23]=[CH:24][CH:25]=1. (10) Given the reactants [OH:1][C:2]1[CH:7]=[CH:6][CH:5]=[CH:4][C:3]=1[CH2:8][C:9]([OH:11])=[O:10].O.[C:13]1(C)C=CC(S(O)(=O)=O)=C[CH:14]=1, predict the reaction product. The product is: [OH:1][C:2]1[CH:7]=[CH:6][CH:5]=[CH:4][C:3]=1[CH2:8][C:9]([O:11][CH2:13][CH3:14])=[O:10].